Dataset: Peptide-MHC class I binding affinity with 185,985 pairs from IEDB/IMGT. Task: Regression. Given a peptide amino acid sequence and an MHC pseudo amino acid sequence, predict their binding affinity value. This is MHC class I binding data. The peptide sequence is ERYFRIHSL. The MHC is Patr-B0101 with pseudo-sequence Patr-B0101. The binding affinity (normalized) is 0.